This data is from Reaction yield outcomes from USPTO patents with 853,638 reactions. The task is: Predict the reaction yield, written as a fraction of the theoretical maximum amount of product (1.0 means a 100% yield; for example, 0.34 means a 34% yield). (1) The reactants are [CH3:1][O:2][C:3]1[CH:17]=[CH:16][C:6]([CH2:7][C:8]2[O:9][CH:10]=[C:11]([C:13]([OH:15])=O)[N:12]=2)=[CH:5][CH:4]=1.[CH3:18][O:19][C:20]1[CH:21]=[C:22]([C:28]2([CH2:33][NH:34]C(C3N=C(CC4C=CC(OC)=CC=4)SC=3)=O)[CH2:32][CH2:31][CH2:30][CH2:29]2)[CH:23]=[CH:24][C:25]=1[O:26][CH3:27]. No catalyst specified. The product is [CH3:18][O:19][C:20]1[CH:21]=[C:22]([C:28]2([CH2:33][NH:34][C:13]([C:11]3[N:12]=[C:8]([CH2:7][C:6]4[CH:5]=[CH:4][C:3]([O:2][CH3:1])=[CH:17][CH:16]=4)[O:9][CH:10]=3)=[O:15])[CH2:29][CH2:30][CH2:31][CH2:32]2)[CH:23]=[CH:24][C:25]=1[O:26][CH3:27]. The yield is 0.660. (2) The reactants are [CH2:1]([O:3][C:4](=[O:28])[CH2:5][N:6]1[C:14]2[C:9](=[CH:10][CH:11]=[CH:12][CH:13]=2)[C:8]([C:17]2[CH:18]=[C:19]3[C:23](=[CH:24][C:25]=2O)[CH2:22][CH2:21][CH2:20]3)([CH2:15][OH:16])[C:7]1=[O:27])[CH3:2].C1(P(C2C=CC=CC=2)C2C=CC=CC=2)C=CC=CC=1.N(C(OCC)=O)=NC(OCC)=O. The catalyst is C1COCC1. The product is [CH2:1]([O:3][C:4](=[O:28])[CH2:5][N:6]1[C:14]2[C:9](=[CH:10][CH:11]=[CH:12][CH:13]=2)[C:8]2([CH2:15][O:16][C:25]3[CH:24]=[C:23]4[C:19](=[CH:18][C:17]2=3)[CH2:20][CH2:21][CH2:22]4)[C:7]1=[O:27])[CH3:2]. The yield is 0.160.